From a dataset of Forward reaction prediction with 1.9M reactions from USPTO patents (1976-2016). Predict the product of the given reaction. (1) Given the reactants [CH:1]1[C:13]2[N:12]([C:14]3[CH:15]=[C:16]([N:20]([C:28]4[CH:33]=[CH:32][CH:31]=[CH:30][C:29]=4Br)[C:21]4[CH:26]=[CH:25][CH:24]=[CH:23][C:22]=4Br)[CH:17]=[CH:18][CH:19]=3)[C:11]3[C:6](=[CH:7][CH:8]=[CH:9][CH:10]=3)[C:5]=2[CH:4]=[CH:3][CH:2]=1.C([Li])CCC.Cl[Si:41](Cl)([C:48]1[CH:53]=[CH:52][CH:51]=[CH:50][CH:49]=1)[C:42]1[CH:47]=[CH:46][CH:45]=[CH:44][CH:43]=1, predict the reaction product. The product is: [CH:1]1[C:13]2[N:12]([C:14]3[CH:15]=[C:16]([N:20]4[C:28]5[CH:33]=[CH:32][CH:31]=[CH:30][C:29]=5[Si:41]([C:48]5[CH:49]=[CH:50][CH:51]=[CH:52][CH:53]=5)([C:42]5[CH:47]=[CH:46][CH:45]=[CH:44][CH:43]=5)[C:22]5[CH:23]=[CH:24][CH:25]=[CH:26][C:21]4=5)[CH:17]=[CH:18][CH:19]=3)[C:11]3[C:6](=[CH:7][CH:8]=[CH:9][CH:10]=3)[C:5]=2[CH:4]=[CH:3][CH:2]=1. (2) Given the reactants C(OC(C1CCCN1C(=O)C(NC(=O)[C:18]1[CH:23]=[CH:22][C:21](N)=[C:20]([Cl:25])[CH:19]=1)C)=O)(C)(C)C.[O:28]=[C:29]1[O:33][CH:32]([O:34][CH2:35]CC2C=CC=CC=2)[CH:31]([NH:43][C:44]([CH:46]2[CH2:50][CH2:49][CH2:48][N:47]2[C:51](=[O:65])[CH:52]([NH:54][C:55](=[O:64])[C:56]2[CH:61]=[CH:60][C:59]([NH2:62])=[C:58]([Cl:63])[CH:57]=2)[CH3:53])=[O:45])[CH2:30]1, predict the reaction product. The product is: [Cl:25][C:20]1[CH:21]=[CH:22][C:23]([CH2:35][O:34][CH:32]2[CH:31]([NH:43][C:44]([CH:46]3[CH2:50][CH2:49][CH2:48][N:47]3[C:51](=[O:65])[CH:52]([NH:54][C:55](=[O:64])[C:56]3[CH:61]=[CH:60][C:59]([NH2:62])=[C:58]([Cl:63])[CH:57]=3)[CH3:53])=[O:45])[CH2:30][C:29](=[O:28])[O:33]2)=[CH:18][CH:19]=1.